Task: Predict the product of the given reaction.. Dataset: Forward reaction prediction with 1.9M reactions from USPTO patents (1976-2016) Given the reactants [N+:1]([C:4]1[CH:9]=[CH:8][C:7]([CH2:10][CH2:11][CH2:12][C:13]([N:15]2[CH2:20][CH2:19][CH2:18][CH2:17][CH2:16]2)=O)=[CH:6][CH:5]=1)([O-])=O.B.B.[O:23]1[CH2:27][CH2:26][CH2:25][CH2:24]1.[N+:28]([C:31]1C=C[C:34](CCCCN2CCCCC2)=[CH:33][CH:32]=1)([O-])=O.Cl.[OH-].[Na+].N1(CCCCC2C=CC(N)=CC=2)CCCC[CH2:51]1, predict the reaction product. The product is: [N:15]1([CH2:13][CH2:12][CH2:11][CH2:10][C:7]2[CH:8]=[CH:9][C:4]([NH:1][CH:51]=[C:26]3[C:25]4[C:31](=[CH:32][CH:33]=[CH:34][CH:24]=4)[NH:28][C:27]3=[O:23])=[CH:5][CH:6]=2)[CH2:20][CH2:19][CH2:18][CH2:17][CH2:16]1.